From a dataset of Full USPTO retrosynthesis dataset with 1.9M reactions from patents (1976-2016). Predict the reactants needed to synthesize the given product. (1) Given the product [Br:1][C:2]1[C:3]([O:11][CH3:16])=[CH:4][C:5]([Cl:10])=[C:6]([CH:9]=1)[C:7]#[N:8], predict the reactants needed to synthesize it. The reactants are: [Br:1][C:2]1[C:3]([OH:11])=[CH:4][C:5]([Cl:10])=[C:6]([CH:9]=1)[C:7]#[N:8].S(OC)(O[CH3:16])(=O)=O.O.[OH-].[Li+]. (2) Given the product [F:4][C:5]1[CH:6]=[C:7]([CH:17]=[CH:18][CH:19]=1)[C:8](=[N:2][OH:3])[C:10]1[CH:15]=[CH:14][CH:13]=[C:12]([F:16])[CH:11]=1, predict the reactants needed to synthesize it. The reactants are: Cl.[NH2:2][OH:3].[F:4][C:5]1[CH:6]=[C:7]([CH:17]=[CH:18][CH:19]=1)[C:8]([C:10]1[CH:15]=[CH:14][CH:13]=[C:12]([F:16])[CH:11]=1)=O.[OH-].[Na+].Cl. (3) Given the product [OH:14][C@H:12]([CH3:13])[CH2:11][N:9]1[C:10]2[C:6](=[CH:5][CH:4]=[C:3]([OH:15])[C:2]=2[N+:16]([O-:18])=[O:17])[CH:7]=[N:8]1, predict the reactants needed to synthesize it. The reactants are: Br[C:2]1[C:3]([OH:15])=[CH:4][CH:5]=[C:6]2[C:10]=1[N:9]([CH2:11][C@H:12]([OH:14])[CH3:13])[N:8]=[CH:7]2.[N:16]([O-:18])=[O:17].[Na+].O. (4) Given the product [CH2:10]([C:3]([O:12][C:24](=[O:25])[C:23]1[CH:22]=[CH:21][C:20]([N+:17]([O-:19])=[O:18])=[CH:28][CH:27]=1)([C:2]([F:14])([F:13])[F:1])[C:4]#[CH:5])[CH3:11], predict the reactants needed to synthesize it. The reactants are: [F:1][C:2]([F:14])([F:13])[C:3]([OH:12])([CH2:10][CH3:11])[C:4]#[C:5][Si](C)(C)C.[H-].[Na+].[N+:17]([C:20]1[CH:28]=[CH:27][C:23]([C:24](Cl)=[O:25])=[CH:22][CH:21]=1)([O-:19])=[O:18]. (5) The reactants are: C([O:8][N:9]1[C:15](=[O:16])[N:14]2[CH2:17][C@H:10]1[CH2:11][CH2:12][C@H:13]2[C:18]([NH2:20])=[O:19])C1C=CC=CC=1. Given the product [OH:8][N:9]1[C:15](=[O:16])[N:14]2[CH2:17][C@H:10]1[CH2:11][CH2:12][C@H:13]2[C:18]([NH2:20])=[O:19], predict the reactants needed to synthesize it. (6) Given the product [F:1][C:2]1[CH:14]=[N:13][CH:12]=[CH:11][C:3]=1[C:4]([NH:6][CH2:7][C:8](=[O:10])[CH3:9])=[O:5], predict the reactants needed to synthesize it. The reactants are: [F:1][C:2]1[CH:14]=[N:13][CH:12]=[CH:11][C:3]=1[C:4]([NH:6][CH2:7][CH:8]([OH:10])[CH3:9])=[O:5].C(N(CC)CC)C. (7) Given the product [CH3:17][CH:15]([S:12]([C:5]1[CH:6]=[CH:7][C:8]([CH:10]=[CH2:11])=[CH:9][C:4]=1[NH2:1])(=[O:14])=[O:13])[CH3:16], predict the reactants needed to synthesize it. The reactants are: [N+:1]([C:4]1[CH:9]=[C:8]([CH:10]=[CH2:11])[CH:7]=[CH:6][C:5]=1[S:12]([CH:15]([CH3:17])[CH3:16])(=[O:14])=[O:13])([O-])=O.